This data is from NCI-60 drug combinations with 297,098 pairs across 59 cell lines. The task is: Regression. Given two drug SMILES strings and cell line genomic features, predict the synergy score measuring deviation from expected non-interaction effect. (1) Drug 1: CC1=C(N=C(N=C1N)C(CC(=O)N)NCC(C(=O)N)N)C(=O)NC(C(C2=CN=CN2)OC3C(C(C(C(O3)CO)O)O)OC4C(C(C(C(O4)CO)O)OC(=O)N)O)C(=O)NC(C)C(C(C)C(=O)NC(C(C)O)C(=O)NCCC5=NC(=CS5)C6=NC(=CS6)C(=O)NCCC[S+](C)C)O. Drug 2: CC1CCCC2(C(O2)CC(NC(=O)CC(C(C(=O)C(C1O)C)(C)C)O)C(=CC3=CSC(=N3)C)C)C. Cell line: MALME-3M. Synergy scores: CSS=34.8, Synergy_ZIP=-5.47, Synergy_Bliss=-7.04, Synergy_Loewe=-2.40, Synergy_HSA=-1.54. (2) Drug 1: C1=CC(=CC=C1CCC2=CNC3=C2C(=O)NC(=N3)N)C(=O)NC(CCC(=O)O)C(=O)O. Drug 2: CCCS(=O)(=O)NC1=C(C(=C(C=C1)F)C(=O)C2=CNC3=C2C=C(C=N3)C4=CC=C(C=C4)Cl)F. Cell line: ACHN. Synergy scores: CSS=22.3, Synergy_ZIP=-4.39, Synergy_Bliss=-1.95, Synergy_Loewe=-3.45, Synergy_HSA=0.111. (3) Drug 1: CC12CCC3C(C1CCC2=O)CC(=C)C4=CC(=O)C=CC34C. Drug 2: CC1=C(C=C(C=C1)NC(=O)C2=CC=C(C=C2)CN3CCN(CC3)C)NC4=NC=CC(=N4)C5=CN=CC=C5. Cell line: MDA-MB-435. Synergy scores: CSS=40.9, Synergy_ZIP=0.775, Synergy_Bliss=0.819, Synergy_Loewe=0.0762, Synergy_HSA=-0.376. (4) Drug 1: C1=CC(=CC=C1CCC2=CNC3=C2C(=O)NC(=N3)N)C(=O)NC(CCC(=O)O)C(=O)O. Drug 2: CN(C(=O)NC(C=O)C(C(C(CO)O)O)O)N=O. Cell line: HCT-15. Synergy scores: CSS=35.1, Synergy_ZIP=3.98, Synergy_Bliss=-2.95, Synergy_Loewe=-33.8, Synergy_HSA=-2.37. (5) Drug 1: CC1=CC2C(CCC3(C2CCC3(C(=O)C)OC(=O)C)C)C4(C1=CC(=O)CC4)C. Drug 2: CC(C)(C#N)C1=CC(=CC(=C1)CN2C=NC=N2)C(C)(C)C#N. Cell line: OVCAR-5. Synergy scores: CSS=-8.51, Synergy_ZIP=1.68, Synergy_Bliss=-2.06, Synergy_Loewe=-6.43, Synergy_HSA=-5.66. (6) Drug 1: CCCS(=O)(=O)NC1=C(C(=C(C=C1)F)C(=O)C2=CNC3=C2C=C(C=N3)C4=CC=C(C=C4)Cl)F. Drug 2: C1=CC(=CC=C1CC(C(=O)O)N)N(CCCl)CCCl.Cl. Cell line: A549. Synergy scores: CSS=29.6, Synergy_ZIP=-6.38, Synergy_Bliss=2.39, Synergy_Loewe=-1.69, Synergy_HSA=-0.449. (7) Drug 1: CC1=C2C(C(=O)C3(C(CC4C(C3C(C(C2(C)C)(CC1OC(=O)C(C(C5=CC=CC=C5)NC(=O)OC(C)(C)C)O)O)OC(=O)C6=CC=CC=C6)(CO4)OC(=O)C)OC)C)OC. Drug 2: CN(C)C1=NC(=NC(=N1)N(C)C)N(C)C. Cell line: MDA-MB-435. Synergy scores: CSS=85.3, Synergy_ZIP=17.6, Synergy_Bliss=16.9, Synergy_Loewe=-12.3, Synergy_HSA=15.0.